Dataset: Reaction yield outcomes from USPTO patents with 853,638 reactions. Task: Predict the reaction yield, written as a fraction of the theoretical maximum amount of product (1.0 means a 100% yield; for example, 0.34 means a 34% yield). (1) The reactants are [CH2:1]([OH:8])[C:2]1[CH:7]=[CH:6][CH:5]=[CH:4][CH:3]=1.[H-].[Na+].F[C:12]1[CH:21]=[C:20]2[C:15]([C:16](=[O:22])[NH:17][CH:18]=[N:19]2)=[CH:14][CH:13]=1. The catalyst is CN(C)C=O. The product is [CH2:1]([O:8][C:12]1[CH:21]=[C:20]2[C:15]([C:16](=[O:22])[NH:17][CH:18]=[N:19]2)=[CH:14][CH:13]=1)[C:2]1[CH:7]=[CH:6][CH:5]=[CH:4][CH:3]=1. The yield is 0.930. (2) The reactants are [C:1]([O:5][C:6]([NH:8][C:9]1([CH3:15])[CH2:14][CH2:13][NH:12][CH2:11][CH2:10]1)=[O:7])([CH3:4])([CH3:3])[CH3:2].C(=O)([O-])[O-].[K+].[K+].Cl[C:23]1[CH:28]=[N:27][CH:26]=[CH:25][N:24]=1.O. The catalyst is O1CCOCC1. The product is [C:1]([O:5][C:6]([NH:8][C:9]1([CH3:15])[CH2:10][CH2:11][N:12]([C:23]2[CH:28]=[N:27][CH:26]=[CH:25][N:24]=2)[CH2:13][CH2:14]1)=[O:7])([CH3:4])([CH3:2])[CH3:3]. The yield is 0.890. (3) The reactants are [Cl:1][C:2]1[C:7]([C:8]2[CH:13]=[CH:12][CH:11]=[CH:10][C:9]=2[Cl:14])=[CH:6][C:5]([NH:15][CH2:16][C:17]([N:19]2[CH2:24][CH2:23][N:22]([C:25](=[O:28])[CH:26]=[CH2:27])[CH2:21][CH2:20]2)=[O:18])=[C:4]([O:29]C)[CH:3]=1.B(Br)(Br)Br. The catalyst is C(Cl)Cl. The product is [Cl:1][C:2]1[C:7]([C:8]2[CH:13]=[CH:12][CH:11]=[CH:10][C:9]=2[Cl:14])=[CH:6][C:5]([NH:15][CH2:16][C:17]([N:19]2[CH2:24][CH2:23][N:22]([C:25](=[O:28])[CH:26]=[CH2:27])[CH2:21][CH2:20]2)=[O:18])=[C:4]([OH:29])[CH:3]=1. The yield is 0.240.